Dataset: Reaction yield outcomes from USPTO patents with 853,638 reactions. Task: Predict the reaction yield, written as a fraction of the theoretical maximum amount of product (1.0 means a 100% yield; for example, 0.34 means a 34% yield). (1) The reactants are [C:1]([O:5][C:6](=[O:17])[NH:7][C:8]1[CH:13]=[CH:12][C:11]([CH2:14][CH2:15]O)=[CH:10][CH:9]=1)([CH3:4])([CH3:3])[CH3:2].N1C=CN=C1.C1(P(C2C=CC=CC=2)C2C=CC=CC=2)C=CC=CC=1.[I:42]I. The catalyst is ClCCl. The product is [C:1]([O:5][C:6](=[O:17])[NH:7][C:8]1[CH:13]=[CH:12][C:11]([CH2:14][CH2:15][I:42])=[CH:10][CH:9]=1)([CH3:4])([CH3:3])[CH3:2]. The yield is 0.865. (2) The reactants are C(=O)([O-])[O-].[Na+].[Na+].[C:7](OC=C)(=O)[CH3:8].[CH2:13]([C:15]1([CH2:19][O:20][CH:21]2[CH2:26][CH2:25][CH:24]([OH:27])[CH2:23][CH2:22]2)[CH2:18][O:17][CH2:16]1)[CH3:14]. The catalyst is C1(C)C=CC=CC=1. The product is [CH2:13]([C:15]1([CH2:19][O:20][CH:21]2[CH2:22][CH2:23][CH:24]([O:27][CH:7]=[CH2:8])[CH2:25][CH2:26]2)[CH2:18][O:17][CH2:16]1)[CH3:14]. The yield is 0.920. (3) The reactants are [OH:1][NH2:2].[N:3]1[CH:8]=[CH:7][CH:6]=[CH:5][C:4]=1[CH:9]([C:21]1[CH:26]=[CH:25][CH:24]=[CH:23][N:22]=1)[CH2:10][CH2:11][CH2:12][CH2:13][CH2:14][CH2:15][C:16](OCC)=[O:17]. The catalyst is CO. The product is [OH:1][NH:2][C:16](=[O:17])[CH2:15][CH2:14][CH2:13][CH2:12][CH2:11][CH:10]=[C:9]([C:21]1[CH:26]=[CH:25][CH:24]=[CH:23][N:22]=1)[C:4]1[CH:5]=[CH:6][CH:7]=[CH:8][N:3]=1. The yield is 0.520. (4) The reactants are C([C:3]1([C:47]([OH:49])=O)[CH2:8][N:7](C(OC(C)(C)C)=O)[CH2:6][CH2:5][N:4]1[CH2:16][C:17]1[CH:22]=[CH:21][C:20]([C:23](=[O:44])[NH:24][C:25]2[CH:30]=[CH:29][C:28]([Cl:31])=[CH:27][C:26]=2[N:32]2[CH2:37][CH2:36][N:35]([CH2:38][CH2:39][C:40]([F:43])([F:42])[F:41])[CH2:34][CH2:33]2)=[C:19]([F:45])[C:18]=1[F:46])C.N.C[N:52](C(ON1N=NC2C=CC=NC1=2)=[N+](C)C)C.F[P-](F)(F)(F)(F)F. The catalyst is CN(C=O)C. The product is [Cl:31][C:28]1[CH:29]=[CH:30][C:25]([NH:24][C:23]([C:20]2[CH:21]=[CH:22][C:17]([CH2:16][N:4]3[CH2:5][CH2:6][NH:7][CH2:8][CH:3]3[C:47]([NH2:52])=[O:49])=[C:18]([F:46])[C:19]=2[F:45])=[O:44])=[C:26]([N:32]2[CH2:37][CH2:36][N:35]([CH2:38][CH2:39][C:40]([F:43])([F:42])[F:41])[CH2:34][CH2:33]2)[CH:27]=1. The yield is 0.469. (5) The reactants are C([O:8][C:9]1[C:10]([C:41]2[NH:42][N:43]=[CH:44][CH:45]=2)=[CH:11][C:12]([CH2:39][CH3:40])=[C:13]([CH:38]=1)[O:14][CH2:15][CH2:16][CH2:17][O:18][C:19]1[C:20]([CH2:35][CH2:36][CH3:37])=[C:21]([CH:32]=[CH:33][CH:34]=1)[O:22][C:23]1[CH:31]=[CH:30][CH:29]=[CH:28][C:24]=1[C:25]([OH:27])=[O:26])C1C=CC=CC=1.B(F)(F)F.CCOCC. The catalyst is C(S)C.C(OCC)C.O. The product is [CH2:39]([C:12]1[CH:11]=[C:10]([C:41]2[NH:42][N:43]=[CH:44][CH:45]=2)[C:9]([OH:8])=[CH:38][C:13]=1[O:14][CH2:15][CH2:16][CH2:17][O:18][C:19]1[C:20]([CH2:35][CH2:36][CH3:37])=[C:21]([CH:32]=[CH:33][CH:34]=1)[O:22][C:23]1[CH:31]=[CH:30][CH:29]=[CH:28][C:24]=1[C:25]([OH:27])=[O:26])[CH3:40]. The yield is 0.240. (6) The reactants are [CH3:1][C:2]1([CH3:42])[C:6]([CH3:8])([CH3:7])[O:5][B:4]([C:9]2[CH:10]=[CH:11][C:12]3[C:41]4[C:17](=[C:18]5[C:38](=[CH:39][CH:40]=4)[C:22]4[N:23]=[C:24]([C@@H:26]6[CH2:30][CH2:29][CH2:28][N:27]6[C:31](OC(C)(C)C)=[O:32])[NH:25][C:21]=4[CH:20]=[CH:19]5)[O:16][CH2:15][C:13]=3[CH:14]=2)[O:3]1.Cl.[CH3:44][O:45][C:46]([NH:48][C@@H:49]([CH:53]([CH3:55])[CH3:54])C(O)=O)=[O:47].CN(C(ON1N=NC2C=CC=NC1=2)=[N+](C)C)C.F[P-](F)(F)(F)(F)F.C(N(C(C)C)CC)(C)C. The catalyst is C(OCC)(=O)C.C(O)C. The product is [CH3:54][CH:53]([CH3:55])[C@H:49]([NH:48][C:46](=[O:47])[O:45][CH3:44])[C:31](=[O:32])[N:27]1[CH2:28][CH2:29][CH2:30][C@H:26]1[C:24]1[NH:25][C:21]2[CH:20]=[CH:19][C:18]3[C:38](=[CH:39][CH:40]=[C:41]4[C:12]5[CH:11]=[CH:10][C:9]([B:4]6[O:3][C:2]([CH3:42])([CH3:1])[C:6]([CH3:7])([CH3:8])[O:5]6)=[CH:14][C:13]=5[CH2:15][O:16][C:17]4=3)[C:22]=2[N:23]=1. The yield is 0.720. (7) The reactants are [Cl:1][C:2]1[CH:3]=[C:4]([N:9]=[CH:10][C:11]2[CH:16]=[CH:15][N:14]=[CH:13][C:12]=2[OH:17])[CH:5]=[CH:6][C:7]=1[F:8].[Si]([C:22]#[N:23])(C)(C)C. The catalyst is C(Cl)Cl. The product is [Cl:1][C:2]1[CH:3]=[C:4]([NH:9][C:10]2[C:11]3[C:12](=[CH:13][N:14]=[CH:15][CH:16]=3)[O:17][C:22]=2[NH2:23])[CH:5]=[CH:6][C:7]=1[F:8]. The yield is 0.730. (8) The reactants are [CH:1]1([C:7](=[S:9])[NH2:8])[CH2:6][CH2:5][CH2:4][CH2:3][CH2:2]1.Cl[CH2:11][C:12](=O)[CH2:13][C:14]([O:16][CH2:17][CH3:18])=[O:15]. The catalyst is C1(C)C=CC=CC=1.O1CCOCC1. The product is [CH2:17]([O:16][C:14](=[O:15])[CH2:13][C:12]1[N:8]=[C:7]([CH:1]2[CH2:6][CH2:5][CH2:4][CH2:3][CH2:2]2)[S:9][CH:11]=1)[CH3:18]. The yield is 0.730. (9) The reactants are [CH2:1]([C:8]1[CH:13]=[CH:12][C:11]([CH2:14][CH:15]([O:21][CH2:22][CH3:23])[C:16]([O:18][CH2:19][CH3:20])=[O:17])=[CH:10][C:9]=1[OH:24])[C:2]1[CH:7]=[CH:6][CH:5]=[CH:4][CH:3]=1.C(=O)([O-])[O-].[K+].[K+].[CH3:31][S:32]([O:35][C:36]1[CH:41]=[CH:40][C:39]([CH2:42][CH2:43]CS([O-])(=O)=O)=[CH:38][CH:37]=1)(=[O:34])=[O:33]. The catalyst is CC(=O)CC. The product is [CH2:1]([C:8]1[CH:13]=[CH:12][C:11]([CH2:14][CH:15]([O:21][CH2:22][CH3:23])[C:16]([O:18][CH2:19][CH3:20])=[O:17])=[CH:10][C:9]=1[O:24][CH2:43][CH2:42][C:39]1[CH:38]=[CH:37][C:36]([O:35][S:32]([CH3:31])(=[O:33])=[O:34])=[CH:41][CH:40]=1)[C:2]1[CH:3]=[CH:4][CH:5]=[CH:6][CH:7]=1. The yield is 0.460. (10) The reactants are [O:1]=[C:2]1[CH2:6][CH2:5][CH:4]([CH:7](C(OC)=O)[C:8]([O:10][CH3:11])=[O:9])[CH2:3]1.C(O)(=O)CCCCCCCCCCC(O)=O. No catalyst specified. The product is [O:1]=[C:2]1[CH2:6][CH2:5][CH:4]([CH2:7][C:8]([O:10][CH3:11])=[O:9])[CH2:3]1. The yield is 0.710.